Dataset: Reaction yield outcomes from USPTO patents with 853,638 reactions. Task: Predict the reaction yield, written as a fraction of the theoretical maximum amount of product (1.0 means a 100% yield; for example, 0.34 means a 34% yield). (1) The reactants are [N+:1]([C:4]1[CH:9]=[CH:8][C:7]([N:10]2[CH2:15][CH2:14][NH:13][CH2:12][CH2:11]2)=[CH:6][CH:5]=1)([O-:3])=[O:2].C(O)(=O)C.C(O[C:23]1(O[Si](C)(C)C)[CH2:25][CH2:24]1)C.C([BH3-])#N.[Na+]. The yield is 1.00. The product is [CH:23]1([N:13]2[CH2:14][CH2:15][N:10]([C:7]3[CH:6]=[CH:5][C:4]([N+:1]([O-:3])=[O:2])=[CH:9][CH:8]=3)[CH2:11][CH2:12]2)[CH2:25][CH2:24]1. The catalyst is CO. (2) The reactants are [C:1]1([C:7]2[CH:16]=[N:15][C:14]3[C:9](=[CH:10][CH:11]=[CH:12][CH:13]=3)[N:8]=2)[CH:6]=[CH:5][CH:4]=[CH:3][CH:2]=1. The catalyst is C1(C)C=CC=CC=1. The product is [C:1]1([C@@H:7]2[CH2:16][NH:15][C:14]3[C:9](=[CH:10][CH:11]=[CH:12][CH:13]=3)[NH:8]2)[CH:2]=[CH:3][CH:4]=[CH:5][CH:6]=1. The yield is 0.990. (3) The reactants are [NH:1]1[CH:5]=[CH:4][C:3]([NH:6][C:7]2[C:8](=[O:15])[N:9]([CH3:14])[CH:10]=[C:11](Br)[CH:12]=2)=[N:2]1.[C:16]([O:19][CH2:20][C:21]1[C:22]([N:36]2[CH2:47][CH2:46][N:45]3[C:38](=[CH:39][C:40]4[CH2:41][C:42]([CH3:49])([CH3:48])[CH2:43][C:44]=43)[C:37]2=[O:50])=[N:23][CH:24]=[CH:25][C:26]=1B1OC(C)(C)C(C)(C)O1)(=[O:18])[CH3:17].[O-]P([O-])([O-])=O.[K+].[K+].[K+].C([O-])(=O)C.[Na+]. The catalyst is C1C=CC(P(C2C=CC=CC=2)[C-]2C=CC=C2)=CC=1.C1C=CC(P(C2C=CC=CC=2)[C-]2C=CC=C2)=CC=1.Cl[Pd]Cl.[Fe+2].O.C(#N)C. The product is [C:16]([O:19][CH2:20][C:21]1[C:22]([N:36]2[CH2:47][CH2:46][N:45]3[C:38](=[CH:39][C:40]4[CH2:41][C:42]([CH3:49])([CH3:48])[CH2:43][C:44]=43)[C:37]2=[O:50])=[N:23][CH:24]=[CH:25][C:26]=1[C:11]1[CH:12]=[C:7]([NH:6][C:3]2[CH:4]=[CH:5][NH:1][N:2]=2)[C:8](=[O:15])[N:9]([CH3:14])[CH:10]=1)(=[O:18])[CH3:17]. The yield is 0.380.